This data is from Catalyst prediction with 721,799 reactions and 888 catalyst types from USPTO. The task is: Predict which catalyst facilitates the given reaction. (1) Reactant: [C:1]([C:9]1[CH:34]=[C:33]([Br:35])[CH:32]=[CH:31][C:10]=1[C:11]([N:13]([CH2:25][CH:26]([OH:30])[CH2:27][CH2:28][CH3:29])[CH2:14][C:15]1[CH:20]=[CH:19][C:18]([S:21]([CH3:24])(=[O:23])=[O:22])=[CH:17][CH:16]=1)=[O:12])(=[O:8])[C:2]1[CH:7]=[CH:6][CH:5]=[CH:4][CH:3]=1.C(N(CC)CC)C.O.Cl. Product: [C:1]([C:9]1[CH:34]=[C:33]([Br:35])[CH:32]=[CH:31][C:10]=1[C:11]([N:13]([CH2:14][C:15]1[CH:16]=[CH:17][C:18]([S:21]([CH3:24])(=[O:22])=[O:23])=[CH:19][CH:20]=1)[CH2:25][C:26](=[O:30])[CH2:27][CH2:28][CH3:29])=[O:12])(=[O:8])[C:2]1[CH:7]=[CH:6][CH:5]=[CH:4][CH:3]=1. The catalyst class is: 16. (2) Reactant: CN(C(ON1N=NC2C=CC=NC1=2)=[N+](C)C)C.F[P-](F)(F)(F)(F)F.CCN(C(C)C)C(C)C.[C:34]([OH:37])(=O)[CH3:35].[NH2:38][CH2:39][CH2:40][O:41][C:42]1[N:51]=[C:50]([NH:52][CH2:53][C:54]2[CH:59]=[CH:58][C:57]([C:60]([F:63])([F:62])[F:61])=[CH:56][CH:55]=2)[C:49]2[C:44](=[CH:45][CH:46]=[C:47]([CH:64]([C:72]3[CH:77]=[CH:76][C:75]([Cl:78])=[CH:74][CH:73]=3)[C:65]3[CH:70]=[CH:69][C:68]([Cl:71])=[CH:67][CH:66]=3)[CH:48]=2)[N:43]=1. Product: [Cl:78][C:75]1[CH:76]=[CH:77][C:72]([CH:64]([C:65]2[CH:66]=[CH:67][C:68]([Cl:71])=[CH:69][CH:70]=2)[C:47]2[CH:48]=[C:49]3[C:44](=[CH:45][CH:46]=2)[N:43]=[C:42]([O:41][CH2:40][CH2:39][NH:38][C:34](=[O:37])[CH3:35])[N:51]=[C:50]3[NH:52][CH2:53][C:54]2[CH:59]=[CH:58][C:57]([C:60]([F:63])([F:62])[F:61])=[CH:56][CH:55]=2)=[CH:73][CH:74]=1. The catalyst class is: 9. (3) Reactant: C(OC([N:8]1[CH2:13][CH2:12][CH:11]([NH:14][C:15]2[C:24]3[C:19](=[CH:20][C:21]([Cl:25])=[CH:22][CH:23]=3)[N:18]=[CH:17][N:16]=2)[CH2:10][CH2:9]1)=O)(C)(C)C. Product: [ClH:25].[ClH:25].[Cl:25][C:21]1[CH:20]=[C:19]2[C:24]([C:15]([NH:14][CH:11]3[CH2:12][CH2:13][NH:8][CH2:9][CH2:10]3)=[N:16][CH:17]=[N:18]2)=[CH:23][CH:22]=1. The catalyst class is: 393. (4) Product: [C:13]1([CH2:19][CH2:20][O:11][C:10]([C:2]2[CH:3]=[C:4]([C:7]([O:9][CH2:20][CH2:19][C:13]3[CH:18]=[CH:17][CH:16]=[CH:15][CH:14]=3)=[O:8])[CH:5]=[CH:6][N:1]=2)=[O:12])[CH:18]=[CH:17][CH:16]=[CH:15][CH:14]=1. Reactant: [N:1]1[CH:6]=[CH:5][C:4]([C:7]([OH:9])=[O:8])=[CH:3][C:2]=1[C:10]([OH:12])=[O:11].[C:13]1([CH2:19][CH2:20]O)[CH:18]=[CH:17][CH:16]=[CH:15][CH:14]=1.S(=O)(=O)(O)O. The catalyst class is: 451.